Predict which catalyst facilitates the given reaction. From a dataset of Catalyst prediction with 721,799 reactions and 888 catalyst types from USPTO. (1) Reactant: [C:1]([Si:5]([O:18][CH2:19][C@@H:20]([N:22]=[C:23]=[O:24])[CH3:21])([C:12]1[CH:17]=[CH:16][CH:15]=[CH:14][CH:13]=1)[C:6]1[CH:11]=[CH:10][CH:9]=[CH:8][CH:7]=1)([CH3:4])([CH3:3])[CH3:2].[Cl:25][C:26]1[N:31]=[C:30](Cl)[C:29]([CH:33]([NH:35][C:36]2[CH:41]=[CH:40][C:39]([O:42][CH3:43])=[CH:38][CH:37]=2)[CH3:34])=[CH:28][N:27]=1.CC(C)([O-])C.[K+]. Product: [C:1]([Si:5]([C:6]1[CH:11]=[CH:10][CH:9]=[CH:8][CH:7]=1)([C:12]1[CH:17]=[CH:16][CH:15]=[CH:14][CH:13]=1)[O:18][CH2:19][C@@H:20]([N:22]1[C:28]2=[N:27][C:26]([Cl:25])=[N:31][CH:30]=[C:29]2[CH:33]([CH3:34])[N:35]([C:36]2[CH:41]=[CH:40][C:39]([O:42][CH3:43])=[CH:38][CH:37]=2)[C:23]1=[O:24])[CH3:21])([CH3:2])([CH3:3])[CH3:4]. The catalyst class is: 11. (2) Reactant: [O:1]1[CH:5]=[CH:4][CH:3]=[C:2]1[C:6]1[N:11]=[C:10]([NH2:12])[C:9]([N+:13]([O-:15])=[O:14])=[CH:8][CH:7]=1.[Br:16]N1C(=O)CCC1=O. Product: [Br:16][C:7]1[CH:8]=[C:9]([N+:13]([O-:15])=[O:14])[C:10]([NH2:12])=[N:11][C:6]=1[C:2]1[O:1][CH:5]=[CH:4][CH:3]=1. The catalyst class is: 3. (3) Reactant: Br[C:2]1[CH:7]=[CH:6][C:5]([O:8][C:9]2[CH:10]=[C:11]3[C:15](=[CH:16][CH:17]=2)[CH2:14][CH:13]([N:18]2[CH2:22][CH2:21][CH2:20][CH2:19]2)[CH2:12]3)=[CH:4][CH:3]=1.[NH:23]1[CH2:27][CH2:26][CH2:25][C:24]1=[O:28].CNCCNC.C(=O)([O-])[O-].[K+].[K+]. Product: [N:18]1([CH:13]2[CH2:12][C:11]3[C:15](=[CH:16][CH:17]=[C:9]([O:8][C:5]4[CH:6]=[CH:7][C:2]([N:23]5[CH2:27][CH2:26][CH2:25][C:24]5=[O:28])=[CH:3][CH:4]=4)[CH:10]=3)[CH2:14]2)[CH2:22][CH2:21][CH2:20][CH2:19]1. The catalyst class is: 185. (4) Reactant: [C:1]1(=[O:11])[C:9]2[C:4](=[CH:5][CH:6]=[CH:7][CH:8]=2)[C:3](=[O:10])O1.[NH2:12][CH2:13][CH2:14][CH2:15][OH:16]. Product: [OH:16][CH2:15][CH2:14][CH2:13][N:12]1[C:3](=[O:10])[C:4]2[C:9](=[CH:8][CH:7]=[CH:6][CH:5]=2)[C:1]1=[O:11]. The catalyst class is: 11. (5) Reactant: Cl[C:2]1[C:11]([C:12]([OH:14])=[O:13])=[CH:10][C:9]2[C:4](=[CH:5][CH:6]=[C:7]([Cl:15])[CH:8]=2)[N:3]=1.[NH2:16][C@@H:17]([CH2:21][C:22]1[CH:27]=[CH:26][C:25]([O:28][C:29]2[CH:34]=[CH:33][C:32]([Cl:35])=[CH:31][N:30]=2)=[CH:24][CH:23]=1)[C:18]([OH:20])=[O:19]. Product: [C:18]([C@@H:17]([NH:16][C:2]1[C:11]([C:12]([OH:14])=[O:13])=[CH:10][C:9]2[C:4](=[CH:5][CH:6]=[C:7]([Cl:15])[CH:8]=2)[N:3]=1)[CH2:21][C:22]1[CH:23]=[CH:24][C:25]([O:28][C:29]2[CH:34]=[CH:33][C:32]([Cl:35])=[CH:31][N:30]=2)=[CH:26][CH:27]=1)([OH:20])=[O:19]. The catalyst class is: 16. (6) Reactant: C(O)(C(F)(F)F)=O.[Br:8][C:9]1[CH:36]=[CH:35][C:12]([CH2:13][N:14]2[CH:22]=[C:21]3[C:16]([N:17](CC4C=CC(OC)=CC=4)[C:18](=[O:25])[N:19]([CH3:24])[C:20]3=[O:23])=[N:15]2)=[CH:11][CH:10]=1.C(S(O)(=O)=O)(F)(F)F. Product: [Br:8][C:9]1[CH:36]=[CH:35][C:12]([CH2:13][N:14]2[CH:22]=[C:21]3[C:16]([NH:17][C:18](=[O:25])[N:19]([CH3:24])[C:20]3=[O:23])=[N:15]2)=[CH:11][CH:10]=1. The catalyst class is: 2. (7) Reactant: [CH3:1][N:2]1[C:6](B(O)O)=[CH:5][CH:4]=[N:3]1.C(=O)([O-])[O-].[Na+].[Na+].Br[C:17]1[CH:22]=[CH:21][N:20]=[C:19]([NH2:23])[CH:18]=1.C1(C)C=CC=CC=1. Product: [CH3:1][N:2]1[C:6]([C:17]2[CH:22]=[CH:21][N:20]=[C:19]([NH2:23])[CH:18]=2)=[CH:5][CH:4]=[N:3]1. The catalyst class is: 6. (8) Reactant: [CH2:1]([O:8][C@H:9]([CH3:37])[C@@H:10]([C:13]([NH:15][C@H:16]([C:21]([N:23]([C@@H:25]([CH:34]([CH3:36])[CH3:35])/[CH:26]=[C:27](\[CH3:33])/[C:28]([O:30]CC)=[O:29])[CH3:24])=[O:22])[C:17]([CH3:20])([CH3:19])[CH3:18])=[O:14])[NH:11][CH3:12])[C:2]1[CH:7]=[CH:6][CH:5]=[CH:4][CH:3]=1.O1CCCC1.O.O.[OH-].[Li+]. Product: [CH2:1]([O:8][C@H:9]([CH3:37])[C@@H:10]([C:13]([NH:15][C@H:16]([C:21]([N:23]([C@@H:25]([CH:34]([CH3:36])[CH3:35])/[CH:26]=[C:27](/[C:28]([OH:30])=[O:29])\[CH3:33])[CH3:24])=[O:22])[C:17]([CH3:20])([CH3:19])[CH3:18])=[O:14])[NH:11][CH3:12])[C:2]1[CH:7]=[CH:6][CH:5]=[CH:4][CH:3]=1. The catalyst class is: 5.